This data is from Full USPTO retrosynthesis dataset with 1.9M reactions from patents (1976-2016). The task is: Predict the reactants needed to synthesize the given product. (1) Given the product [O:17]=[C:7]1[C:6]2[C:11](=[CH:2][CH:3]=[CH:4][C:5]=2[C:18]([F:19])([F:20])[F:21])[NH:10][CH:9]=[C:8]1[C:12]([O:14][CH2:15][CH3:16])=[O:13], predict the reactants needed to synthesize it. The reactants are: Cl[C:2]1[CH:3]=[CH:4][C:5]([C:18]([F:21])([F:20])[F:19])=[C:6]2[C:11]=1[NH:10][CH:9]=[C:8]([C:12]([O:14][CH2:15][CH3:16])=[O:13])[C:7]2=[O:17].C(N(CC)CC)C. (2) Given the product [Cl:1][C:2]1[CH:11]=[C:10]([N:12]2[CH2:13][CH2:14][CH2:15][C:16]2=[O:18])[CH:9]=[CH:8][C:3]=1[C:4]([OH:6])=[O:5], predict the reactants needed to synthesize it. The reactants are: [Cl:1][C:2]1[CH:11]=[C:10]([NH:12][CH2:13][CH2:14][CH2:15][C:16]([O:18]CC)=O)[CH:9]=[CH:8][C:3]=1[C:4]([O:6]C)=[O:5].[OH-].[Na+].Cl. (3) Given the product [CH2:1]([C:3]1[C:7]2[C:8](=[O:10])[NH:28][CH2:29][C:30]([C:32]3[CH:37]=[CH:36][CH:35]=[CH:34][CH:33]=3)=[N:20][C:6]=2[N:5]([C:21]2[CH:22]=[CH:23][CH:24]=[CH:25][CH:26]=2)[N:4]=1)[CH3:2], predict the reactants needed to synthesize it. The reactants are: [CH2:1]([C:3]1[C:7]([C:8]([O:10]N2C3=NC=CC=C3N=N2)=O)=[C:6]([NH2:20])[N:5]([C:21]2[CH:26]=[CH:25][CH:24]=[CH:23][CH:22]=2)[N:4]=1)[CH3:2].Cl.[NH2:28][CH2:29][C:30]([C:32]1[CH:37]=[CH:36][CH:35]=[CH:34][CH:33]=1)=O.CCN(CC)CC. (4) Given the product [CH3:36][O:35][CH2:34][CH2:33][O:1][CH2:2][C@@H:3]1[CH2:7][O:6][C:5](=[O:8])[N:4]1[C:9]1[CH:14]=[CH:13][C:12]([C:15]([N:17]2[CH2:18][CH2:19][N:20]([C:23]3[C:28]([CH3:29])=[CH:27][C:26]([CH3:30])=[C:25]([CH3:31])[N:24]=3)[CH2:21][CH2:22]2)=[O:16])=[CH:11][CH:10]=1, predict the reactants needed to synthesize it. The reactants are: [OH:1][CH2:2][C@@H:3]1[CH2:7][O:6][C:5](=[O:8])[N:4]1[C:9]1[CH:14]=[CH:13][C:12]([C:15]([N:17]2[CH2:22][CH2:21][N:20]([C:23]3[C:28]([CH3:29])=[CH:27][C:26]([CH3:30])=[C:25]([CH3:31])[N:24]=3)[CH2:19][CH2:18]2)=[O:16])=[CH:11][CH:10]=1.Br[CH2:33][CH2:34][O:35][CH3:36]. (5) Given the product [CH3:1][O:2][CH2:3][O:4][C:5]1[CH:10]=[CH:9][C:8]([NH2:11])=[CH:7][CH:6]=1, predict the reactants needed to synthesize it. The reactants are: [CH3:1][O:2][CH2:3][O:4][C:5]1[CH:10]=[CH:9][C:8]([N+:11]([O-])=O)=[CH:7][CH:6]=1. (6) Given the product [S:1]([CH2:7][CH2:8][C:9]([OH:11])=[O:10])([CH2:2][CH2:3][C:4]([OH:6])=[O:5])(=[O:12])=[O:18], predict the reactants needed to synthesize it. The reactants are: [S:1]([CH2:7][CH2:8][C:9]([OH:11])=[O:10])[CH2:2][CH2:3][C:4]([OH:6])=[O:5].[OH:12]OS([O-])=O.[K+].[OH2:18]. (7) Given the product [Br:1][C:2]1[CH:7]=[CH:6][CH:5]=[CH:4][C:3]=1[CH2:8][CH2:9][C@@H:10]([C:12]1[CH:17]=[CH:16][CH:15]=[C:14]([CH:18]2[O:19][CH2:20][CH2:21][O:22]2)[CH:13]=1)[OH:11], predict the reactants needed to synthesize it. The reactants are: [Br:1][C:2]1[CH:7]=[CH:6][CH:5]=[CH:4][C:3]=1[CH2:8][CH2:9][C:10]([C:12]1[CH:17]=[CH:16][CH:15]=[C:14]([CH:18]2[O:22][CH2:21][CH2:20][O:19]2)[CH:13]=1)=[O:11].CB1N2CCC[C@@H]2C(C2C=CC=CC=2)(C2C=CC=CC=2)O1.S(C)C. (8) Given the product [Br:1][C:2]1[C:3]([CH3:9])=[CH:4][C:5]([O:8][CH2:11][CH2:12][O:13][CH3:14])=[CH:6][N:7]=1, predict the reactants needed to synthesize it. The reactants are: [Br:1][C:2]1[N:7]=[CH:6][C:5]([OH:8])=[CH:4][C:3]=1[CH3:9].Br[CH2:11][CH2:12][O:13][CH3:14].C([O-])([O-])=O.[K+].[K+]. (9) Given the product [OH:44][C:45]1[CH:50]=[CH:49][C:48]([C:2]2[CH:7]=[C:6]([C:8]3[C:9]([C:32]4[CH:37]=[CH:36][CH:35]=[CH:34][N:33]=4)=[N:10][N:11]([C:13]([C:26]4[CH:31]=[CH:30][CH:29]=[CH:28][CH:27]=4)([C:20]4[CH:25]=[CH:24][CH:23]=[CH:22][CH:21]=4)[C:14]4[CH:19]=[CH:18][CH:17]=[CH:16][CH:15]=4)[CH:12]=3)[CH:5]=[CH:4][N:3]=2)=[CH:47][CH:46]=1, predict the reactants needed to synthesize it. The reactants are: Br[C:2]1[CH:7]=[C:6]([C:8]2[C:9]([C:32]3[CH:37]=[CH:36][CH:35]=[CH:34][N:33]=3)=[N:10][N:11]([C:13]([C:26]3[CH:31]=[CH:30][CH:29]=[CH:28][CH:27]=3)([C:20]3[CH:25]=[CH:24][CH:23]=[CH:22][CH:21]=3)[C:14]3[CH:19]=[CH:18][CH:17]=[CH:16][CH:15]=3)[CH:12]=2)[CH:5]=[CH:4][N:3]=1.C([O-])([O-])=O.[Na+].[Na+].[OH:44][C:45]1[CH:50]=[CH:49][C:48](B(O)O)=[CH:47][CH:46]=1. (10) Given the product [N:1]1[NH:2][CH:3]=[C:4]2[C:9]=1[CH2:8][CH2:7][CH2:6][CH:5]2[C:10]1[CH:11]=[CH:12][C:13]([C:14]#[N:15])=[CH:16][CH:17]=1, predict the reactants needed to synthesize it. The reactants are: [N:1]1[NH:2][CH:3]=[C:4]2[C:9]=1[CH2:8][CH2:7][CH:6]=[C:5]2[C:10]1[CH:17]=[CH:16][C:13]([C:14]#[N:15])=[CH:12][CH:11]=1.C1COCC1.